From a dataset of Forward reaction prediction with 1.9M reactions from USPTO patents (1976-2016). Predict the product of the given reaction. (1) Given the reactants [F:1]C1C=C(OC)C(OC)=CC=1C(NC1C=CC(C2N=C(C)ON=2)=CC=1)C1NC(=O)N(C2C=CC=CC=2C(O)=O)N=1.CO[C:43](=[O:75])[N:44]=[C:45](SC)[C:46]([C:60]1[CH:70]=[C:69]([O:71][CH3:72])[C:63]2[O:64][CH2:65][CH2:66][CH2:67][O:68][C:62]=2[CH:61]=1)=[N:47][C:48]1[CH:53]=[CH:52][C:51]([C:54]2[N:58]=[C:57]([CH3:59])[O:56][N:55]=2)=[CH:50][CH:49]=1.Cl.Cl.[CH2:78]([O:80][C:81]([C:83]1[C:84]([NH:88][NH2:89])=[N:85][NH:86][CH:87]=1)=[O:82])[CH3:79].COC(=O)N=C(SC)C(C1C=C(OC)C(OC)=CC=1F)=NC1C=CC(C2N=C(C)ON=2)=CC=1.Cl.N(C1C=CC=CC=1C(O)=O)N, predict the reaction product. The product is: [CH2:78]([O:80][C:81]([C:83]1[CH:87]=[N:86][NH:85][C:84]=1[N:88]1[C:43](=[O:75])[NH:44][C:45]([CH:46]([C:60]2[CH:70]=[C:69]([O:71][CH3:72])[C:63]3[O:64][CH2:65][CH2:66][CH2:67][O:68][C:62]=3[C:61]=2[F:1])[NH:47][C:48]2[CH:49]=[CH:50][C:51]([C:54]3[N:58]=[C:57]([CH3:59])[O:56][N:55]=3)=[CH:52][CH:53]=2)=[N:89]1)=[O:82])[CH3:79]. (2) Given the reactants Br[C:2]1[C:3]([N:22]2[CH2:26][CH2:25][C@@H:24]([OH:27])[CH2:23]2)=[N:4][CH:5]=[C:6]([CH:21]=1)[C:7]([NH:9][C:10]1[CH:15]=[CH:14][C:13]([O:16][C:17]([F:20])([F:19])[F:18])=[CH:12][CH:11]=1)=[O:8].[F:28][C:29]([F:40])([F:39])[C:30]1[N:35]=[CH:34][C:33](B(O)O)=[CH:32][CH:31]=1, predict the reaction product. The product is: [OH:27][C@@H:24]1[CH2:25][CH2:26][N:22]([C:3]2[C:2]([C:33]3[CH:34]=[N:35][C:30]([C:29]([F:40])([F:39])[F:28])=[CH:31][CH:32]=3)=[CH:21][C:6]([C:7]([NH:9][C:10]3[CH:15]=[CH:14][C:13]([O:16][C:17]([F:20])([F:19])[F:18])=[CH:12][CH:11]=3)=[O:8])=[CH:5][N:4]=2)[CH2:23]1. (3) Given the reactants [C:1]([C:5]1[CH:9]=[C:8]([C:10]([O:12][CH2:13][CH3:14])=[O:11])[N:7]([C:15]2[CH:16]=[C:17]3[C:22](=[CH:23][CH:24]=2)[NH:21][C:20](=[O:25])[CH:19]=[CH:18]3)[N:6]=1)([CH3:4])([CH3:3])[CH3:2].CCN(CC)CC.[S:33](O[S:33]([C:36]([F:39])([F:38])[F:37])(=[O:35])=[O:34])([C:36]([F:39])([F:38])[F:37])(=[O:35])=[O:34], predict the reaction product. The product is: [C:1]([C:5]1[CH:9]=[C:8]([C:10]([O:12][CH2:13][CH3:14])=[O:11])[N:7]([C:15]2[CH:16]=[C:17]3[C:22](=[CH:23][CH:24]=2)[N:21]=[C:20]([O:25][S:33]([C:36]([F:39])([F:38])[F:37])(=[O:35])=[O:34])[CH:19]=[CH:18]3)[N:6]=1)([CH3:2])([CH3:3])[CH3:4].